From a dataset of Retrosynthesis with 50K atom-mapped reactions and 10 reaction types from USPTO. Predict the reactants needed to synthesize the given product. (1) Given the product CCOC(=O)N1c2ccccc2N(C(C#N)c2cc(C(F)(F)F)cc(C(F)(F)F)c2)CC1CC, predict the reactants needed to synthesize it. The reactants are: CCC1CN(C(C#N)c2cc(C(F)(F)F)cc(C(F)(F)F)c2)c2ccccc2N1.CCOC(=O)Cl. (2) Given the product COc1cc2nc(-c3cccc(N)c3)nc(Nc3ccc4c(cnn4C(=O)OC(C)(C)C)c3)c2cc1OCCN(C)C, predict the reactants needed to synthesize it. The reactants are: COc1cc2nc(-c3cccc([N+](=O)[O-])c3)nc(Nc3ccc4c(cnn4C(=O)OC(C)(C)C)c3)c2cc1OCCN(C)C. (3) Given the product O=C(Cc1nc(N2CCOCC2)cc(=O)[nH]1)Nc1cc(F)c(F)cc1O, predict the reactants needed to synthesize it. The reactants are: Nc1cc(F)c(F)cc1O.O=C([O-])Cc1nc(N2CCOCC2)cc(=O)[nH]1. (4) Given the product CC[Si](CC)(CC)O[C@@H](CNCCc1ccc(S(=O)(=O)Cc2noc(-c3ccc(OC)cc3)n2)cc1)c1ccc(OCc2ccccc2)c(NS(C)(=O)=O)c1, predict the reactants needed to synthesize it. The reactants are: CC[Si](CC)(CC)OC(CI)c1ccc(OCc2ccccc2)c(NS(C)(=O)=O)c1.COc1ccc(-c2nc(CS(=O)(=O)c3ccc(CCN)cc3)no2)cc1. (5) Given the product CCO[C@@H](Cc1ccc(OCc2csc(-c3ccc(Cl)cc3)n2)cc1F)C(=O)O, predict the reactants needed to synthesize it. The reactants are: CCO[C@@H](Cc1ccc(OCc2csc(-c3ccc(Cl)cc3)n2)cc1F)C(=O)OC. (6) Given the product CC(C)C(=O)Nc1cccc(C2CCN(C[C@@H](C)COc3ccccc3Br)CC2)c1, predict the reactants needed to synthesize it. The reactants are: CC(C)C(=O)Nc1cccc(C2CCNCC2)c1.C[C@H](CCl)COc1ccccc1Br. (7) Given the product O=[N+]([O-])c1cc(OCc2ccccc2)cc(N2CCOCC2)c1, predict the reactants needed to synthesize it. The reactants are: BrCc1ccccc1.O=[N+]([O-])c1cc(O)cc(N2CCOCC2)c1. (8) Given the product COc1cc(C(=O)NCC2CCCCC2)ccc1Nc1ncc2c(n1)N(C1CCCC1)CC(F)(F)C(=O)N2C, predict the reactants needed to synthesize it. The reactants are: COc1cc(C(=O)O)ccc1Nc1ncc2c(n1)N(C1CCCC1)CC(F)(F)C(=O)N2C.NCC1CCCCC1. (9) Given the product NCCC(COCc1ccccc1)COCc1ccccc1, predict the reactants needed to synthesize it. The reactants are: N#CCC(COCc1ccccc1)COCc1ccccc1. (10) Given the product Cc1csc2c1C(C)C1CNCC21, predict the reactants needed to synthesize it. The reactants are: Cc1csc2c1C(C)C1CN(Cc3ccccc3)CC21.